From a dataset of Full USPTO retrosynthesis dataset with 1.9M reactions from patents (1976-2016). Predict the reactants needed to synthesize the given product. Given the product [C:11]([O:14][C:15](=[O:16])[NH:9][C:5]1[CH:6]=[CH:7][CH:8]=[C:3]([C:1]#[CH:2])[CH:4]=1)([CH3:13])([CH3:12])[CH3:10], predict the reactants needed to synthesize it. The reactants are: [C:1]([C:3]1[CH:4]=[C:5]([NH2:9])[CH:6]=[CH:7][CH:8]=1)#[CH:2].[CH3:10][C:11]([O:14][C:15](O[C:15]([O:14][C:11]([CH3:13])([CH3:12])[CH3:10])=[O:16])=[O:16])([CH3:13])[CH3:12].